This data is from Catalyst prediction with 721,799 reactions and 888 catalyst types from USPTO. The task is: Predict which catalyst facilitates the given reaction. Reactant: [Cl:1][C:2]1[CH:7]=[CH:6][C:5]([CH2:8][N:9]2[C:13]3[CH:14]([CH2:18][CH2:19][OH:20])[CH2:15][CH2:16][CH2:17][C:12]=3[N:11]=[C:10]2[CH:21]([CH3:23])[CH3:22])=[CH:4][CH:3]=1.[BH3:24].C(N(CC)CC)C.[CH3:32][S:33](Cl)(=[O:35])=[O:34]. Product: [CH3:32][S:33]([O:20][CH2:19][CH2:18][CH:14]1[C:13]2[N:9]([CH2:8][C:5]3[CH:4]=[CH:3][C:2]([Cl:1])=[CH:7][CH:6]=3)[C:10]([CH:21]([CH3:23])[CH3:22])=[N:11][C:12]=2[CH2:17][CH2:16][CH2:15]1)(=[O:35])=[O:34].[BH3:24]. The catalyst class is: 4.